From a dataset of Catalyst prediction with 721,799 reactions and 888 catalyst types from USPTO. Predict which catalyst facilitates the given reaction. Reactant: [F:1][C:2]1[CH:7]=[C:6]([NH:8][CH2:9][C:10]2[CH:11]=[C:12]([C:16]3[C:21]([CH3:22])=[CH:20][C:19]([OH:23])=[CH:18][C:17]=3[CH3:24])[CH:13]=[CH:14][CH:15]=2)[CH:5]=[CH:4][C:3]=1[CH2:25][CH2:26][C:27]([O:29][CH2:30][CH3:31])=[O:28].[CH3:32][O:33][C:34]1[CH:38]=[C:37]([CH2:39]O)[N:36]([CH3:41])[N:35]=1.C(P(CCCC)CCCC)CCC.N(C(N1CCCCC1)=O)=NC(N1CCCCC1)=O. Product: [F:1][C:2]1[CH:7]=[C:6]([NH:8][CH2:9][C:10]2[CH:11]=[C:12]([C:16]3[C:17]([CH3:24])=[CH:18][C:19]([O:23][CH2:39][C:37]4[N:36]([CH3:41])[N:35]=[C:34]([O:33][CH3:32])[CH:38]=4)=[CH:20][C:21]=3[CH3:22])[CH:13]=[CH:14][CH:15]=2)[CH:5]=[CH:4][C:3]=1[CH2:25][CH2:26][C:27]([O:29][CH2:30][CH3:31])=[O:28]. The catalyst class is: 7.